This data is from Catalyst prediction with 721,799 reactions and 888 catalyst types from USPTO. The task is: Predict which catalyst facilitates the given reaction. (1) Reactant: C(O[C:4]([C:6]1([CH2:19][CH2:20][NH:21][C:22]2[CH:27]=[CH:26][C:25]([Br:28])=[CH:24][C:23]=2[CH3:29])[CH2:11][CH2:10][N:9]([C:12]([O:14][C:15]([CH3:18])([CH3:17])[CH3:16])=[O:13])[CH2:8][CH2:7]1)=[O:5])C.CC(C)([O-])C.[K+].O.CO. Product: [C:15]([O:14][C:12]([N:9]1[CH2:10][CH2:11][C:6]2([C:4](=[O:5])[N:21]([C:22]3[CH:27]=[CH:26][C:25]([Br:28])=[CH:24][C:23]=3[CH3:29])[CH2:20][CH2:19]2)[CH2:7][CH2:8]1)=[O:13])([CH3:18])([CH3:17])[CH3:16]. The catalyst class is: 76. (2) Reactant: [NH2:1][C:2]1[N:3]=[C:4]([C:28]2[O:29][CH:30]=[CH:31][CH:32]=2)[C:5]2[N:10]=[N:9][N:8]([CH2:11][C:12]3[CH:27]=[CH:26][C:15]4[N:16](C(OC(C)(C)C)=O)[N:17]=[N:18][C:14]=4[CH:13]=3)[C:6]=2[N:7]=1.C1COCC1.CNC. Product: [NH:16]1[C:15]2[CH:26]=[CH:27][C:12]([CH2:11][N:8]3[C:6]4[N:7]=[C:2]([NH2:1])[N:3]=[C:4]([C:28]5[O:29][CH:30]=[CH:31][CH:32]=5)[C:5]=4[N:10]=[N:9]3)=[CH:13][C:14]=2[N:18]=[N:17]1. The catalyst class is: 5. (3) Reactant: C(N(C(C)C)CC)(C)C.[CH3:10][O:11][C:12]1[CH:13]=[C:14](/[CH:24]=[CH:25]/[C:26]([OH:28])=O)[CH:15]=[CH:16][C:17]=1[N:18]1[CH:22]=[C:21]([CH3:23])[N:20]=[CH:19]1.C1N(P(Cl)(N2C(=O)OCC2)=O)C(=O)OC1.Cl.[Cl:45][CH2:46][CH2:47][CH2:48][CH2:49][CH:50]([C:55]1[CH:60]=[C:59]([F:61])[C:58]([F:62])=[C:57]([F:63])[CH:56]=1)[C:51]([NH:53][NH2:54])=O. Product: [Cl:45][CH2:46][CH2:47][CH2:48][CH2:49][CH:50]([C:51]1[O:28][C:26](/[CH:25]=[CH:24]/[C:14]2[CH:15]=[CH:16][C:17]([N:18]3[CH:22]=[C:21]([CH3:23])[N:20]=[CH:19]3)=[C:12]([O:11][CH3:10])[CH:13]=2)=[N:54][N:53]=1)[C:55]1[CH:56]=[C:57]([F:63])[C:58]([F:62])=[C:59]([F:61])[CH:60]=1. The catalyst class is: 34. (4) Reactant: [F:1][C:2]1[CH:8]=[CH:7][C:6]([N+:9]([O-:11])=[O:10])=[CH:5][C:3]=1[NH2:4].CCN(C(C)C)C(C)C.Cl[C:22]([O:24][CH3:25])=[O:23]. The catalyst class is: 1. Product: [F:1][C:2]1[CH:8]=[CH:7][C:6]([N+:9]([O-:11])=[O:10])=[CH:5][C:3]=1[NH:4][C:22](=[O:23])[O:24][CH3:25]. (5) Reactant: [H-].[Na+].[CH3:3][S:4]([NH2:7])(=[O:6])=[O:5].[CH3:8][C:9]1([CH3:34])[CH2:18][C:17]2[C:12](=[CH:13][CH:14]=[C:15]([C:19](O)=[O:20])[CH:16]=2)[NH:11][CH:10]1[C:22]1[CH:27]=[CH:26][CH:25]=[C:24]([N:28]2[CH2:32][CH2:31][O:30][C:29]2=[O:33])[CH:23]=1.C(N1C=CN=C1)(N1C=CN=C1)=O. Product: [CH3:8][C:9]1([CH3:34])[CH2:18][C:17]2[C:12](=[CH:13][CH:14]=[C:15]([C:19]([NH:7][S:4]([CH3:3])(=[O:6])=[O:5])=[O:20])[CH:16]=2)[NH:11][CH:10]1[C:22]1[CH:27]=[CH:26][CH:25]=[C:24]([N:28]2[CH2:32][CH2:31][O:30][C:29]2=[O:33])[CH:23]=1. The catalyst class is: 9. (6) Reactant: [CH:1]1([C:4]2[NH:8][C:7]3[CH:9]=[C:10]([C:14]4[C:15]([CH3:20])=[N:16][O:17][C:18]=4[CH3:19])[CH:11]=[C:12](I)[C:6]=3[N:5]=2)[CH2:3][CH2:2]1.[C:21]1([C:27](B(O)O)=[CH2:28])[CH:26]=[CH:25][CH:24]=[CH:23][CH:22]=1.C(=O)([O-])[O-].[Cs+].[Cs+]. Product: [CH:1]1([C:4]2[NH:8][C:7]3[CH:9]=[C:10]([C:14]4[C:15]([CH3:20])=[N:16][O:17][C:18]=4[CH3:19])[CH:11]=[C:12]([C:27]([C:21]4[CH:26]=[CH:25][CH:24]=[CH:23][CH:22]=4)=[CH2:28])[C:6]=3[N:5]=2)[CH2:3][CH2:2]1. The catalyst class is: 149. (7) Product: [CH3:25][CH:24]([O:23][C:21]([C:20]1[C:15]([N:12]2[CH2:13][CH2:14][N:9]([CH2:8][C:4]3[CH:5]=[CH:6][CH:7]=[C:2]([O:1][CH2:36][C:33]4[CH:34]=[CH:35][C:30]([O:29][CH2:27][CH3:28])=[CH:31][CH:32]=4)[CH:3]=3)[CH2:10][CH2:11]2)=[N:16][CH:17]=[CH:18][CH:19]=1)=[O:22])[CH3:26]. Reactant: [OH:1][C:2]1[CH:3]=[C:4]([CH2:8][N:9]2[CH2:14][CH2:13][N:12]([C:15]3[C:20]([C:21]([O:23][CH:24]([CH3:26])[CH3:25])=[O:22])=[CH:19][CH:18]=[CH:17][N:16]=3)[CH2:11][CH2:10]2)[CH:5]=[CH:6][CH:7]=1.[CH2:27]([O:29][C:30]1[CH:35]=[CH:34][C:33]([CH2:36]O)=[CH:32][CH:31]=1)[CH3:28].C1(P(C2C=CC=CC=2)C2C=CC=CC=2)C=CC=CC=1. The catalyst class is: 4.